Task: Predict which catalyst facilitates the given reaction.. Dataset: Catalyst prediction with 721,799 reactions and 888 catalyst types from USPTO Reactant: [N:1]([CH:4]1[CH2:9][CH2:8][N:7]([C:10]([OH:12])=[O:11])[CH2:6][CH2:5]1)=[N+:2]=[N-:3].[CH3:13][S:14]([C:17]1[CH:22]=[CH:21][C:20]([O:23][CH2:24][C:25]#[CH:26])=[CH:19][CH:18]=1)(=[O:16])=[O:15].O=C1O[C@H]([C@H](CO)O)C([O-])=C1O.[Na+].O.[CH3:41][C:42](O)([CH3:44])[CH3:43]. Product: [C:42]([O:11][C:10]([N:7]1[CH2:6][CH2:5][CH:4]([N:1]2[CH:26]=[C:25]([CH2:24][O:23][C:20]3[CH:21]=[CH:22][C:17]([S:14]([CH3:13])(=[O:15])=[O:16])=[CH:18][CH:19]=3)[N:3]=[N:2]2)[CH2:9][CH2:8]1)=[O:12])([CH3:44])([CH3:43])[CH3:41]. The catalyst class is: 6.